This data is from Reaction yield outcomes from USPTO patents with 853,638 reactions. The task is: Predict the reaction yield, written as a fraction of the theoretical maximum amount of product (1.0 means a 100% yield; for example, 0.34 means a 34% yield). (1) The reactants are [Br:1][C:2]1[CH:6]=[N:5][N:4]([CH3:7])[C:3]=1[C:8]1[CH:9]=[C:10]([NH2:23])[CH:11]=[CH:12][C:13]=1[O:14][CH2:15][CH2:16][C:17]1[CH:22]=[CH:21][CH:20]=[CH:19][CH:18]=1.[Cl:24][C:25]1[CH:30]=[CH:29][C:28]([N:31]=[C:32]=[O:33])=[CH:27][CH:26]=1. The catalyst is C(Cl)Cl. The product is [Br:1][C:2]1[CH:6]=[N:5][N:4]([CH3:7])[C:3]=1[C:8]1[CH:9]=[C:10]([NH:23][C:32]([NH:31][C:28]2[CH:29]=[CH:30][C:25]([Cl:24])=[CH:26][CH:27]=2)=[O:33])[CH:11]=[CH:12][C:13]=1[O:14][CH2:15][CH2:16][C:17]1[CH:18]=[CH:19][CH:20]=[CH:21][CH:22]=1. The yield is 0.660. (2) The reactants are [C:1]([O:5][C:6]([N:8]1[CH2:13][CH2:12][C:11]2[N:14]([CH3:30])[C:15]([C:17]3[C:22]([C:23]#[C:24][Si](C)(C)C)=[CH:21][N:20]=[C:19]([NH2:29])[N:18]=3)=[CH:16][C:10]=2[C:9]1=[O:31])=[O:7])([CH3:4])([CH3:3])[CH3:2].[CH3:32][C:33](OC(C)=O)=[O:34]. The catalyst is O. The product is [C:1]([O:5][C:6]([N:8]1[CH2:13][CH2:12][C:11]2[N:14]([CH3:30])[C:15]([C:17]3[C:22]([C:23]#[CH:24])=[CH:21][N:20]=[C:19]([NH:29][C:33](=[O:34])[CH3:32])[N:18]=3)=[CH:16][C:10]=2[C:9]1=[O:31])=[O:7])([CH3:4])([CH3:3])[CH3:2]. The yield is 0.640.